From a dataset of Full USPTO retrosynthesis dataset with 1.9M reactions from patents (1976-2016). Predict the reactants needed to synthesize the given product. (1) The reactants are: [C:1]1([CH2:7][CH2:8][C:9]([NH:11][CH2:12][C:13]([OH:15])=O)=[O:10])[CH:6]=[CH:5][CH:4]=[CH:3][CH:2]=1.[C:16]1([CH:22]([NH2:33])[C:23]2[CH:28]=[CH:27][CH:26]=[C:25]([C:29]([F:32])([F:31])[F:30])[CH:24]=2)[CH:21]=[CH:20][CH:19]=[CH:18][CH:17]=1. Given the product [C:1]1([CH2:7][CH2:8][C:9]([NH:11][CH2:12][C:13](=[O:15])[NH:33][CH:22]([C:16]2[CH:17]=[CH:18][CH:19]=[CH:20][CH:21]=2)[C:23]2[CH:28]=[CH:27][CH:26]=[C:25]([C:29]([F:30])([F:31])[F:32])[CH:24]=2)=[O:10])[CH:2]=[CH:3][CH:4]=[CH:5][CH:6]=1, predict the reactants needed to synthesize it. (2) The reactants are: [CH3:1][C:2]1[C:7]([N+:8]([O-:10])=[O:9])=[CH:6][CH:5]=[CH:4][N:3]=1.[Se](=O)=[O:12]. Given the product [N+:8]([C:7]1[C:2]([CH:1]=[O:12])=[N:3][CH:4]=[CH:5][CH:6]=1)([O-:10])=[O:9], predict the reactants needed to synthesize it. (3) The reactants are: [F:1][C:2]([F:13])([F:12])[C:3]1[CH:11]=[CH:10][CH:9]=[CH:8][C:4]=1[C:5]([NH2:7])=[NH:6].[O-]CC.[Na+].C[O:19][C:20](=O)[CH2:21][C:22](=O)[C:23]([CH3:26])([CH3:25])[CH3:24]. Given the product [C:23]([C:22]1[N:7]=[C:5]([C:4]2[CH:8]=[CH:9][CH:10]=[CH:11][C:3]=2[C:2]([F:12])([F:13])[F:1])[NH:6][C:20](=[O:19])[CH:21]=1)([CH3:26])([CH3:25])[CH3:24], predict the reactants needed to synthesize it. (4) Given the product [Cl:7][C:6]1[S:5][C:4]([S:8]([NH:11][C:12]2[CH:20]=[CH:19][C:15]([C:16]([OH:18])=[O:17])=[C:14]([OH:21])[CH:13]=2)(=[O:10])=[O:9])=[CH:3][C:2]=1[C:29]1[CH:28]=[CH:27][C:26]2[O:22][CH2:23][CH2:24][C:25]=2[CH:30]=1, predict the reactants needed to synthesize it. The reactants are: Br[C:2]1[CH:3]=[C:4]([S:8]([NH:11][C:12]2[CH:20]=[CH:19][C:15]([C:16]([OH:18])=[O:17])=[C:14]([OH:21])[CH:13]=2)(=[O:10])=[O:9])[S:5][C:6]=1[Cl:7].[O:22]1[C:26]2[CH:27]=[CH:28][C:29](B(O)O)=[CH:30][C:25]=2[CH2:24][CH2:23]1.CCN(C(C)C)C(C)C.C([O-])([O-])=O.[Na+].[Na+].